The task is: Predict the reaction yield, written as a fraction of the theoretical maximum amount of product (1.0 means a 100% yield; for example, 0.34 means a 34% yield).. This data is from Reaction yield outcomes from USPTO patents with 853,638 reactions. (1) The reactants are CO[C:3]1[S:7][C:6]([CH2:8][C:9]2[CH:14]=[CH:13][C:12]([NH2:15])=[CH:11][CH:10]=2)=[CH:5][CH:4]=1.[OH2:16].[C:17]1(C)[CH:22]=[CH:22][C:17](S(O)(=O)=[O:16])=[CH:18][CH:18]=1.[OH-].[Na+]. The catalyst is C(O)(C)C. The product is [CH:17]([O:16][C:3]1[S:7][C:6]([CH2:8][C:9]2[CH:14]=[CH:13][C:12]([NH2:15])=[CH:11][CH:10]=2)=[CH:5][CH:4]=1)([CH3:22])[CH3:18]. The yield is 0.570. (2) The reactants are [NH2:1][C:2]1[CH:7]=[CH:6][C:5]([C:8]([N:10]2[CH2:13][CH:12]([O:14][CH3:15])[CH2:11]2)=[O:9])=[CH:4][C:3]=1[O:16][CH3:17].C(O)(C(F)(F)F)=O.[CH3:25][N:26]1[CH:30]=[C:29]([C:31]2[C:36]3[N:37]=[C:38](S(C)(=O)=O)[N:39]=[CH:40][C:35]=3[CH:34]=[CH:33][N:32]=2)[CH:28]=[N:27]1. The catalyst is FC(F)(F)CO.CCOC(C)=O. The product is [CH3:17][O:16][C:3]1[CH:4]=[C:5]([C:8]([N:10]2[CH2:13][CH:12]([O:14][CH3:15])[CH2:11]2)=[O:9])[CH:6]=[CH:7][C:2]=1[NH:1][C:38]1[N:39]=[CH:40][C:35]2[CH:34]=[CH:33][N:32]=[C:31]([C:29]3[CH:28]=[N:27][N:26]([CH3:25])[CH:30]=3)[C:36]=2[N:37]=1. The yield is 0.200. (3) The reactants are [NH:1]([C:3]1[CH:8]=[CH:7][NH:6][C:5](=[O:9])[CH:4]=1)[NH2:2].[CH3:10][C:11](=O)[CH2:12][CH3:13]. The catalyst is C(O)C. The product is [C:11](=[N:2][NH:1][C:3]1[CH:8]=[CH:7][NH:6][C:5](=[O:9])[CH:4]=1)([CH2:12][CH3:13])[CH3:10]. The yield is 0.750. (4) The reactants are [CH3:1][O:2][C:3]1[CH:4]=[C:5]2[C:10](=[CH:11][C:12]=1[O:13][CH3:14])[N:9]=[CH:8][CH:7]=[C:6]2[O:15][C:16]1[CH:22]=[CH:21][C:19]([NH2:20])=[CH:18][CH:17]=1.Cl[C:24](Cl)([O:26]C(=O)OC(Cl)(Cl)Cl)Cl.[CH3:35][CH:36]([OH:42])[CH2:37][CH2:38][CH2:39][CH2:40][CH3:41].C(=O)(O)[O-].[Na+]. The catalyst is C(Cl)Cl.C(N(CC)CC)C.C1(C)C=CC=CC=1. The product is [CH3:1][O:2][C:3]1[CH:4]=[C:5]2[C:10](=[CH:11][C:12]=1[O:13][CH3:14])[N:9]=[CH:8][CH:7]=[C:6]2[O:15][C:16]1[CH:22]=[CH:21][C:19]([NH:20][C:24](=[O:26])[O:42][CH:36]([CH3:35])[CH2:37][CH2:38][CH2:39][CH2:40][CH3:41])=[CH:18][CH:17]=1. The yield is 0.310.